From a dataset of Full USPTO retrosynthesis dataset with 1.9M reactions from patents (1976-2016). Predict the reactants needed to synthesize the given product. (1) Given the product [CH:20]1[C:21]2[C:26](=[CH:25][CH:24]=[CH:23][CH:22]=2)[CH:27]=[C:18]([C:9]2[O:10][C:11]3[C:16]([C:7](=[N:6][OH:5])[CH:8]=2)=[CH:15][CH:14]=[C:13]([C:29]#[C:28][C:30]2[CH:35]=[CH:34][N:33]=[CH:32][CH:31]=2)[CH:12]=3)[N:19]=1, predict the reactants needed to synthesize it. The reactants are: C([O:5][N:6]=[C:7]1[C:16]2[C:11](=[CH:12][C:13](Br)=[CH:14][CH:15]=2)[O:10][C:9]([C:18]2[N:19]=[CH:20][C:21]3[C:26]([CH:27]=2)=[CH:25][CH:24]=[CH:23][CH:22]=3)=[CH:8]1)(C)(C)C.[C:28]([C:30]1[CH:35]=[CH:34][N:33]=[CH:32][CH:31]=1)#[CH:29]. (2) Given the product [CH:7]1([O:12][C:13]2[CH:20]=[CH:19][C:16](/[CH:17]=[CH:26]/[C:27]([NH:29][C:30]3[CH:38]=[CH:37][CH:36]=[CH:35][C:31]=3[C:32]([OH:34])=[O:33])=[O:28])=[CH:15][C:14]=2[O:21][CH3:22])[CH2:11][CH2:10][CH2:9][CH2:8]1, predict the reactants needed to synthesize it. The reactants are: N1CCCCC1.[CH:7]1([O:12][C:13]2[CH:20]=[CH:19][C:16]([CH:17]=O)=[CH:15][C:14]=2[O:21][CH3:22])[CH2:11][CH2:10][CH2:9][CH2:8]1.C([CH2:26][C:27]([NH:29][C:30]1[CH:38]=[CH:37][CH:36]=[CH:35][C:31]=1[C:32]([OH:34])=[O:33])=[O:28])(O)=O.Cl. (3) Given the product [CH2:20]([NH:22][C:14]([C:13]1[CH:17]=[CH:18][C:10]([CH2:9][NH:8][C:6](=[O:7])[O:5][C:1]([CH3:2])([CH3:3])[CH3:4])=[C:11]([F:19])[CH:12]=1)=[O:16])[CH3:21], predict the reactants needed to synthesize it. The reactants are: [C:1]([O:5][C:6]([NH:8][CH2:9][C:10]1[CH:18]=[CH:17][C:13]([C:14]([OH:16])=O)=[CH:12][C:11]=1[F:19])=[O:7])([CH3:4])([CH3:3])[CH3:2].[CH2:20]([NH2:22])[CH3:21].C1COCC1.ON1C2C=CC=CC=2N=N1.Cl.CN(C)CCCN=C=NCC. (4) Given the product [CH2:1]([O:8][CH2:9][N:10]1[C:14]2[CH:15]=[N:16][N:17]([CH2:28][O:27][CH2:26][CH2:25][Si:24]([CH3:40])([CH3:39])[CH3:23])[C:18](=[O:19])[C:13]=2[C:12]([CH:20]([CH3:22])[CH3:21])=[CH:11]1)[C:2]1[CH:7]=[CH:6][CH:5]=[CH:4][CH:3]=1, predict the reactants needed to synthesize it. The reactants are: [CH2:1]([O:8][CH2:9][N:10]1[C:14]2[CH:15]=[N:16][NH:17][C:18](=[O:19])[C:13]=2[C:12]([CH:20]([CH3:22])[CH3:21])=[CH:11]1)[C:2]1[CH:7]=[CH:6][CH:5]=[CH:4][CH:3]=1.[CH3:23][Si:24]([CH3:40])([CH3:39])[CH2:25][CH2:26][O:27][CH2:28]N1C2C=NNC(=O)C=2C=C1.[Cl-].[NH4+].